This data is from NCI-60 drug combinations with 297,098 pairs across 59 cell lines. The task is: Regression. Given two drug SMILES strings and cell line genomic features, predict the synergy score measuring deviation from expected non-interaction effect. (1) Cell line: SNB-19. Drug 1: CCC1=CC2CC(C3=C(CN(C2)C1)C4=CC=CC=C4N3)(C5=C(C=C6C(=C5)C78CCN9C7C(C=CC9)(C(C(C8N6C)(C(=O)OC)O)OC(=O)C)CC)OC)C(=O)OC.C(C(C(=O)O)O)(C(=O)O)O. Drug 2: C1=CN(C=N1)CC(O)(P(=O)(O)O)P(=O)(O)O. Synergy scores: CSS=0.190, Synergy_ZIP=-12.8, Synergy_Bliss=-20.2, Synergy_Loewe=-35.5, Synergy_HSA=-20.7. (2) Cell line: SNB-19. Synergy scores: CSS=38.0, Synergy_ZIP=10.9, Synergy_Bliss=13.4, Synergy_Loewe=6.43, Synergy_HSA=15.2. Drug 1: C1C(C(OC1N2C=NC3=C(N=C(N=C32)Cl)N)CO)O. Drug 2: C1C(C(OC1N2C=NC(=NC2=O)N)CO)O. (3) Drug 1: C1CC(=O)NC(=O)C1N2CC3=C(C2=O)C=CC=C3N. Drug 2: CCN(CC)CCNC(=O)C1=C(NC(=C1C)C=C2C3=C(C=CC(=C3)F)NC2=O)C. Cell line: NCI/ADR-RES. Synergy scores: CSS=2.30, Synergy_ZIP=-1.41, Synergy_Bliss=-2.88, Synergy_Loewe=-2.81, Synergy_HSA=-4.23.